This data is from Full USPTO retrosynthesis dataset with 1.9M reactions from patents (1976-2016). The task is: Predict the reactants needed to synthesize the given product. (1) Given the product [F:42][C:2]([F:1])([F:41])[C:3]1[CH:4]=[C:5]([C:13]([CH3:39])([CH3:40])[C:14]([N:16]([CH3:17])[C:18]2[C:23]([C:24]3[CH:29]=[CH:28][CH:27]=[CH:26][C:25]=3[CH3:30])=[CH:22][C:21]([N:31]3[CH2:35][C@H:34]([OH:36])[CH2:33][C@H:32]3[CH2:37][O:38][C:49](=[O:51])[CH3:50])=[N:20][CH:19]=2)=[O:15])[CH:6]=[C:7]([C:9]([F:12])([F:10])[F:11])[CH:8]=1, predict the reactants needed to synthesize it. The reactants are: [F:1][C:2]([F:42])([F:41])[C:3]1[CH:4]=[C:5]([C:13]([CH3:40])([CH3:39])[C:14]([N:16]([C:18]2[CH:19]=[N:20][C:21]([N:31]3[CH2:35][C@H:34]([OH:36])[CH2:33][C@H:32]3[CH2:37][OH:38])=[CH:22][C:23]=2[C:24]2[CH:29]=[CH:28][CH:27]=[CH:26][C:25]=2[CH3:30])[CH3:17])=[O:15])[CH:6]=[C:7]([C:9]([F:12])([F:11])[F:10])[CH:8]=1.N1C=CC=CC=1.[C:49](OC(=O)C)(=[O:51])[CH3:50]. (2) Given the product [I-:9].[CH2:5]([N+:4]1[CH:8]=[CH:7][N:2]([CH3:1])[CH:3]=1)[CH3:6], predict the reactants needed to synthesize it. The reactants are: [CH3:1][N:2]1[CH:6]=[CH:5][N:4]=[CH:3]1.[CH2:7]([I:9])[CH3:8]. (3) The reactants are: [F:1][C:2]1[CH:7]=[C:6]([F:8])[CH:5]=[CH:4][C:3]=1[NH:9][C:10]1[CH:15]=[C:14]([NH:16][CH3:17])[N:13]=[CH:12][N:11]=1.[Cl:18][C:19]1[CH:24]=[CH:23][CH:22]=[C:21]([Cl:25])[C:20]=1[N:26]=[C:27]=[O:28]. Given the product [Cl:18][C:19]1[CH:24]=[CH:23][CH:22]=[C:21]([Cl:25])[C:20]=1[NH:26][C:27](=[O:28])[N:16]([C:14]1[CH:15]=[C:10]([NH:9][C:3]2[CH:4]=[CH:5][C:6]([F:8])=[CH:7][C:2]=2[F:1])[N:11]=[CH:12][N:13]=1)[CH3:17], predict the reactants needed to synthesize it. (4) Given the product [Cl:29][C:24]1[CH:23]=[C:22]([NH:21][C:18]2[N:17]=[C:16]([N:30]3[CH:34]=[CH:33][C:32]([C:35]([F:38])([F:37])[F:36])=[N:31]3)[C:15]([C:7]3[CH:6]=[C:5]([CH:10]=[CH:9][CH:8]=3)[C:3]([O:2][CH3:1])=[O:4])=[CH:20][N:19]=2)[CH:27]=[CH:26][C:25]=1[F:28], predict the reactants needed to synthesize it. The reactants are: [CH3:1][O:2][C:3]([C:5]1[CH:6]=[C:7](B(O)O)[CH:8]=[CH:9][CH:10]=1)=[O:4].Br[C:15]1[C:16]([N:30]2[CH:34]=[CH:33][C:32]([C:35]([F:38])([F:37])[F:36])=[N:31]2)=[N:17][C:18]([NH:21][C:22]2[CH:27]=[CH:26][C:25]([F:28])=[C:24]([Cl:29])[CH:23]=2)=[N:19][CH:20]=1. (5) Given the product [ClH:1].[Cl:1][C:2]1[CH:7]=[CH:6][C:5]([Cl:8])=[CH:4][C:3]=1[CH:9]([N:11]1[CH2:12][CH2:13][NH:14][CH2:15][CH2:16]1)[CH3:10], predict the reactants needed to synthesize it. The reactants are: [Cl:1][C:2]1[CH:7]=[CH:6][C:5]([Cl:8])=[CH:4][C:3]=1[CH:9]([N:11]1[CH2:16][CH2:15][N:14](C(OC(C)(C)C)=O)[CH2:13][CH2:12]1)[CH3:10].Cl. (6) Given the product [C:1]1([CH2:7][O:8][C:9]2[CH:26]=[CH:25][C:12]3[CH2:13][CH2:14][NH:15][CH2:16][CH2:17][C:11]=3[CH:10]=2)[CH:2]=[CH:3][CH:4]=[CH:5][CH:6]=1, predict the reactants needed to synthesize it. The reactants are: [C:1]1([CH2:7][O:8][C:9]2[CH:26]=[CH:25][C:12]3[CH2:13][CH2:14][N:15](C(OC(C)(C)C)=O)[CH2:16][CH2:17][C:11]=3[CH:10]=2)[CH:6]=[CH:5][CH:4]=[CH:3][CH:2]=1.FC(F)(F)C(O)=O.